This data is from Reaction yield outcomes from USPTO patents with 853,638 reactions. The task is: Predict the reaction yield, written as a fraction of the theoretical maximum amount of product (1.0 means a 100% yield; for example, 0.34 means a 34% yield). (1) The reactants are [Br:1][CH2:2][CH2:3][CH2:4][NH:5][C:6](=[O:12])[O:7][C:8]([CH3:11])([CH3:10])[CH3:9].[C:13]1([P:19]([C:26]2[CH:31]=[CH:30][CH:29]=[CH:28][CH:27]=2)[C:20]2[CH:25]=[CH:24][CH:23]=[CH:22][CH:21]=2)[CH:18]=[CH:17][CH:16]=[CH:15][CH:14]=1. The catalyst is C(#N)C. The product is [Br-:1].[C:8]([O:7][C:6]([NH:5][CH2:4][CH2:3][CH2:2][P+:19]([C:20]1[CH:21]=[CH:22][CH:23]=[CH:24][CH:25]=1)([C:26]1[CH:31]=[CH:30][CH:29]=[CH:28][CH:27]=1)[C:13]1[CH:14]=[CH:15][CH:16]=[CH:17][CH:18]=1)=[O:12])([CH3:11])([CH3:10])[CH3:9]. The yield is 0.640. (2) The reactants are CS(O)(=O)=O.[NH2:6][CH2:7][C:8]1[CH:9]=[C:10]2[C:14](=[CH:15][CH:16]=1)[C:13](=[O:17])[N:12]([CH:18]1[CH2:23][CH2:22][C:21](=[O:24])[NH:20][C:19]1=[O:25])[CH2:11]2.[C:26]([C:30]1[CH:35]=[CH:34][C:33]([N:36]=[C:37]=[O:38])=[CH:32][CH:31]=1)([CH3:29])([CH3:28])[CH3:27].C(N(CC)CC)C.Cl. The catalyst is CN(C=O)C. The product is [C:26]([C:30]1[CH:35]=[CH:34][C:33]([NH:36][C:37]([NH:6][CH2:7][C:8]2[CH:9]=[C:10]3[C:14](=[CH:15][CH:16]=2)[C:13](=[O:17])[N:12]([CH:18]2[CH2:23][CH2:22][C:21](=[O:24])[NH:20][C:19]2=[O:25])[CH2:11]3)=[O:38])=[CH:32][CH:31]=1)([CH3:29])([CH3:27])[CH3:28]. The yield is 0.760. (3) The yield is 0.245. The catalyst is CC(OC(C)=O)=O. The product is [C:35]([NH:1][C:2]1[CH:3]=[C:4]2[C:10]([C:11]3[CH:19]=[CH:18][C:14]([C:15]([OH:17])=[O:16])=[CH:13][C:12]=3[F:20])=[CH:9][N:8]([C:21](=[O:33])[C:22]3[C:27]([C:28]([F:30])([F:31])[F:29])=[CH:26][CH:25]=[CH:24][C:23]=3[Cl:32])[C:5]2=[CH:6][N:7]=1)(=[O:36])[CH3:34]. The reactants are [NH2:1][C:2]1[CH:3]=[C:4]2[C:10]([C:11]3[CH:19]=[CH:18][C:14]([C:15]([OH:17])=[O:16])=[CH:13][C:12]=3[F:20])=[CH:9][N:8]([C:21](=[O:33])[C:22]3[C:27]([C:28]([F:31])([F:30])[F:29])=[CH:26][CH:25]=[CH:24][C:23]=3[Cl:32])[C:5]2=[CH:6][N:7]=1.[CH3:34][C:35](O)=[O:36]. (4) The reactants are C(N(CC)CC)C.[CH3:8][C:9]1([CH3:35])[NH:13][CH2:12][CH:11]([CH2:14][N:15]2[C:23]3[C:18](=[CH:19][C:20]([C:24]4[CH:25]=[N:26][N:27]([CH:29]5[CH2:34][CH2:33][CH2:32][CH2:31][O:30]5)[CH:28]=4)=[CH:21][CH:22]=3)[CH:17]=[CH:16]2)[CH2:10]1.[C:36]1([S:42](Cl)(=[O:44])=[O:43])[CH:41]=[CH:40][CH:39]=[CH:38][CH:37]=1.C(=O)(O)[O-].[Na+]. The catalyst is ClCCl. The product is [CH3:8][C:9]1([CH3:35])[N:13]([S:42]([C:36]2[CH:41]=[CH:40][CH:39]=[CH:38][CH:37]=2)(=[O:44])=[O:43])[CH2:12][CH:11]([CH2:14][N:15]2[C:23]3[C:18](=[CH:19][C:20]([C:24]4[CH:25]=[N:26][N:27]([CH:29]5[CH2:34][CH2:33][CH2:32][CH2:31][O:30]5)[CH:28]=4)=[CH:21][CH:22]=3)[CH:17]=[CH:16]2)[CH2:10]1. The yield is 0.670.